This data is from Catalyst prediction with 721,799 reactions and 888 catalyst types from USPTO. The task is: Predict which catalyst facilitates the given reaction. (1) Product: [Si:17]([O:1][C@H:2]1[CH2:7][O:6][C@H:5]([C:8]([O:10][CH3:11])=[O:9])[CH2:4][CH2:3]1)([C:20]([CH3:23])([CH3:22])[CH3:21])([CH3:19])[CH3:18]. Reactant: [OH:1][C@H:2]1[CH2:7][O:6][C@H:5]([C:8]([O:10][CH3:11])=[O:9])[CH2:4][CH2:3]1.N1C=CN=C1.[Si:17](Cl)([C:20]([CH3:23])([CH3:22])[CH3:21])([CH3:19])[CH3:18]. The catalyst class is: 2. (2) Reactant: [N:1]1[CH:6]=[CH:5][CH:4]=[C:3]([C:7]2[O:8][C:9]3[CH:15]=[CH:14][C:13]([CH2:16][C:17]([O:19]C)=[O:18])=[CH:12][C:10]=3[CH:11]=2)[CH:2]=1.[OH-].[Na+].Cl. Product: [N:1]1[CH:6]=[CH:5][CH:4]=[C:3]([C:7]2[O:8][C:9]3[CH:15]=[CH:14][C:13]([CH2:16][C:17]([OH:19])=[O:18])=[CH:12][C:10]=3[CH:11]=2)[CH:2]=1. The catalyst class is: 6. (3) Reactant: C([O:3][C:4](=[O:29])[CH:5](C(OCC)=O)[CH:6]([C:14]1[CH:19]=[CH:18][C:17]([O:20][CH3:21])=[C:16]([O:22][CH3:23])[CH:15]=1)[CH:7]([O:11][CH2:12][CH3:13])[O:8][CH2:9][CH3:10])C.[OH-].[K+].O.Cl. Product: [CH3:23][O:22][C:16]1[CH:15]=[C:14]([CH:6]([CH:7]([O:8][CH2:9][CH3:10])[O:11][CH2:12][CH3:13])[CH2:5][C:4]([OH:29])=[O:3])[CH:19]=[CH:18][C:17]=1[O:20][CH3:21]. The catalyst class is: 8. (4) Reactant: [H-].[Na+].[CH3:3][C:4]1[CH:5]=[C:6]2[C:10](=[CH:11][CH:12]=1)[NH:9][CH:8]=[CH:7]2.[C:13]1([S:19](Cl)(=[O:21])=[O:20])[CH:18]=[CH:17][CH:16]=[CH:15][CH:14]=1.C(=O)([O-])O.[Na+]. Product: [C:13]1([S:19]([N:9]2[C:10]3[C:6](=[CH:5][C:4]([CH3:3])=[CH:12][CH:11]=3)[CH:7]=[CH:8]2)(=[O:21])=[O:20])[CH:18]=[CH:17][CH:16]=[CH:15][CH:14]=1. The catalyst class is: 7. (5) Reactant: [Br:1][C:2]1[N:7]=[C:6]([CH:8]([CH2:11][CH2:12][O:13][Si](C(C)(C)C)(C)C)[C:9]#[N:10])[CH:5]=[CH:4][CH:3]=1.Cl. Product: [Br:1][C:2]1[N:7]=[C:6]([CH:8]([CH2:11][CH2:12][OH:13])[C:9]#[N:10])[CH:5]=[CH:4][CH:3]=1. The catalyst class is: 20. (6) Reactant: C(N(CC)CC)C.C(O[C:12](=[O:14])[CH3:13])(=O)C.[NH:15]1[CH2:20][CH2:19][CH2:18][C@@H:17]([NH:21][C:22]2[CH:27]=[CH:26][N:25]=[C:24]([C:28]3[CH:29]=[N:30][N:31]4[CH:36]=[CH:35][C:34]([C:37]#[N:38])=[CH:33][C:32]=34)[N:23]=2)[CH2:16]1. Product: [C:12]([N:15]1[CH2:20][CH2:19][CH2:18][C@@H:17]([NH:21][C:22]2[CH:27]=[CH:26][N:25]=[C:24]([C:28]3[CH:29]=[N:30][N:31]4[CH:36]=[CH:35][C:34]([C:37]#[N:38])=[CH:33][C:32]=34)[N:23]=2)[CH2:16]1)(=[O:14])[CH3:13]. The catalyst class is: 119.